From a dataset of Reaction yield outcomes from USPTO patents with 853,638 reactions. Predict the reaction yield, written as a fraction of the theoretical maximum amount of product (1.0 means a 100% yield; for example, 0.34 means a 34% yield). (1) The yield is 0.680. The catalyst is CN(C)C=O.C(O)(C)C. The reactants are [C:1]([C:4]1[C:25](=[O:26])[C@@:8]2([CH3:27])[C:9]3[C:15]([O:16][CH2:17][CH2:18][CH3:19])=[CH:14][C:13]([O:20][CH3:21])=[C:12]([C:22](O)=[O:23])[C:10]=3[O:11][C:7]2=[CH:6][C:5]=1[OH:28])(=[O:3])[CH3:2].O[N:30]1C2C=CC=CC=2N=N1.Cl.C(N=C=NCCCN(C)C)C.N. The product is [C:1]([C:4]1[C:25](=[O:26])[C@@:8]2([CH3:27])[C:9]3[C:15]([O:16][CH2:17][CH2:18][CH3:19])=[CH:14][C:13]([O:20][CH3:21])=[C:12]([C:22]([NH2:30])=[O:23])[C:10]=3[O:11][C:7]2=[CH:6][C:5]=1[OH:28])(=[O:3])[CH3:2]. (2) The reactants are Cl[C:2]1[N:6]([CH3:7])[N:5]=[CH:4][C:3]=1[N+:8]([O-:10])=[O:9].[O:11]1[CH2:16][CH2:15][CH:14]([CH2:17][NH2:18])[CH2:13][CH2:12]1. No catalyst specified. The product is [CH3:7][N:6]1[C:2]([NH:18][CH2:17][CH:14]2[CH2:15][CH2:16][O:11][CH2:12][CH2:13]2)=[C:3]([N+:8]([O-:10])=[O:9])[CH:4]=[N:5]1. The yield is 0.930. (3) The reactants are [Cl:1][C:2]1[CH:3]=[CH:4][C:5]([C:8](O)=[O:9])=[N:6][CH:7]=1.B.C1COCC1. The catalyst is C1COCC1. The product is [Cl:1][C:2]1[CH:3]=[CH:4][C:5]([CH2:8][OH:9])=[N:6][CH:7]=1. The yield is 0.450. (4) The reactants are C([O-])=O.[NH4+].[CH2:5]([O:12][C:13]1[CH:18]=[CH:17][C:16]([N+:19]([O-])=O)=[CH:15][C:14]=1[F:22])[C:6]1[CH:11]=[CH:10][CH:9]=[CH:8][CH:7]=1.C1(C)C=CC=CC=1. The catalyst is [Fe].O. The product is [CH2:5]([O:12][C:13]1[CH:18]=[CH:17][C:16]([NH2:19])=[CH:15][C:14]=1[F:22])[C:6]1[CH:7]=[CH:8][CH:9]=[CH:10][CH:11]=1. The yield is 1.00. (5) The reactants are [CH3:1][S:2][C:3]1[S:7][C:6]2=[N:8][C:9]([C:11]([OH:13])=O)=[CH:10][N:5]2[N:4]=1.CN(C(ON1N=NC2C=CC=NC1=2)=[N+](C)C)C.F[P-](F)(F)(F)(F)F.CCN(C(C)C)C(C)C.[NH2:47][C:48]1[CH:53]=[CH:52][CH:51]=[CH:50][C:49]=1[OH:54]. The catalyst is CN(C=O)C. The product is [OH:54][C:49]1[CH:50]=[CH:51][CH:52]=[CH:53][C:48]=1[NH:47][C:11]([C:9]1[N:8]=[C:6]2[N:5]([CH:10]=1)[N:4]=[C:3]([S:2][CH3:1])[S:7]2)=[O:13]. The yield is 0.360. (6) The reactants are C(=O)([O-])[O-].[K+].[K+].[C:7]([O:14][CH3:15])(=[O:13])[CH2:8][C:9]([O:11][CH3:12])=[O:10].F[C:17]1[CH:22]=[C:21]([F:23])[CH:20]=[CH:19][C:18]=1[N+:24]([O-:26])=[O:25].Cl. The yield is 0.810. The product is [F:23][C:21]1[CH:20]=[CH:19][C:18]([N+:24]([O-:26])=[O:25])=[C:17]([CH:8]([C:7]([O:14][CH3:15])=[O:13])[C:9]([O:11][CH3:12])=[O:10])[CH:22]=1. The catalyst is C1(C)C=CC=CC=1.C(#N)C. (7) The reactants are [CH:1]([C:3]1[CH:4]=[C:5]([O:17][CH3:18])[C:6]([NH:9][C:10](=[O:16])[O:11][C:12]([CH3:15])([CH3:14])[CH3:13])=[N:7][CH:8]=1)=O.[CH:19]1([C@@H:22]([NH2:24])[CH3:23])[CH2:21][CH2:20]1.[BH4-].[Na+]. The catalyst is CO. The product is [CH:19]1([C@@H:22]([NH:24][CH2:1][C:3]2[CH:4]=[C:5]([O:17][CH3:18])[C:6]([NH:9][C:10](=[O:16])[O:11][C:12]([CH3:15])([CH3:14])[CH3:13])=[N:7][CH:8]=2)[CH3:23])[CH2:21][CH2:20]1. The yield is 0.920. (8) The reactants are [Cl:1][C:2]1[CH:3]=[C:4]([C:9]#[C:10][Si](C)(C)C)[CH:5]=[C:6]([Cl:8])[CH:7]=1.[OH-].[K+]. The catalyst is CO.O. The product is [Cl:1][C:2]1[CH:3]=[C:4]([C:9]#[CH:10])[CH:5]=[C:6]([Cl:8])[CH:7]=1. The yield is 0.870. (9) The reactants are [CH:1]12[CH2:7][CH:4]([CH2:5][CH2:6]1)[CH2:3][CH:2]2[NH:8][C:9]1[CH:14]=[C:13]([C:15]2[CH:20]=[CH:19][CH:18]=[CH:17][CH:16]=2)[N:12]=[C:11](Cl)[N:10]=1.[CH3:22][O:23][C:24]([C:26]1([C:30]2[CH:35]=[CH:34][C:33]([NH2:36])=[CH:32][CH:31]=2)[CH2:29][CH2:28][CH2:27]1)=[O:25]. The catalyst is C(O)CCC.ClCCl. The product is [CH3:22][O:23][C:24]([C:26]1([C:30]2[CH:31]=[CH:32][C:33]([NH:36][C:11]3[N:10]=[C:9]([NH:8][CH:2]4[CH2:3][CH:4]5[CH2:7][CH:1]4[CH2:6][CH2:5]5)[CH:14]=[C:13]([C:15]4[CH:20]=[CH:19][CH:18]=[CH:17][CH:16]=4)[N:12]=3)=[CH:34][CH:35]=2)[CH2:27][CH2:28][CH2:29]1)=[O:25]. The yield is 0.750.